This data is from Reaction yield outcomes from USPTO patents with 853,638 reactions. The task is: Predict the reaction yield, written as a fraction of the theoretical maximum amount of product (1.0 means a 100% yield; for example, 0.34 means a 34% yield). (1) The reactants are [C:1]1([S:7]([N:10]2[C:14]3=[N:15][CH:16]=[C:17]([N+:20]([O-:22])=[O:21])[C:18](Cl)=[C:13]3[CH:12]=[CH:11]2)(=[O:9])=[O:8])[CH:6]=[CH:5][CH:4]=[CH:3][CH:2]=1.[C:23]([O:27][C:28]([N:30]1[CH2:35][CH2:34][C:33]([NH2:37])([CH3:36])[CH2:32][CH2:31]1)=[O:29])([CH3:26])([CH3:25])[CH3:24].C(N(C(C)C)CC)(C)C. The catalyst is CC(O)C. The product is [C:23]([O:27][C:28]([N:30]1[CH2:35][CH2:34][C:33]([NH:37][C:18]2[C:17]([N+:20]([O-:22])=[O:21])=[CH:16][N:15]=[C:14]3[N:10]([S:7]([C:1]4[CH:6]=[CH:5][CH:4]=[CH:3][CH:2]=4)(=[O:9])=[O:8])[CH:11]=[CH:12][C:13]=23)([CH3:36])[CH2:32][CH2:31]1)=[O:29])([CH3:26])([CH3:24])[CH3:25]. The yield is 0.790. (2) The reactants are [H-].[Na+].[CH:3]1([C:6]2[CH:10]=[N:9][N:8]([C:11]3[CH:16]=[CH:15][CH:14]=[CH:13][C:12]=3[O:17][C:18]([F:21])([F:20])[F:19])[C:7]=2[CH2:22][O:23][C:24]2[CH:29]=[CH:28][C:27]([NH:30][CH3:31])=[C:26]([CH3:32])[CH:25]=2)[CH2:5][CH2:4]1.[CH3:33][O:34][C:35](=[O:46])[C:36]1[CH:41]=[CH:40][C:39]([CH2:42]Br)=[CH:38][C:37]=1[O:44][CH3:45]. The catalyst is CN(C=O)C.O. The product is [CH3:33][O:34][C:35](=[O:46])[C:36]1[CH:41]=[CH:40][C:39]([CH2:42][N:30]([C:27]2[CH:28]=[CH:29][C:24]([O:23][CH2:22][C:7]3[N:8]([C:11]4[CH:16]=[CH:15][CH:14]=[CH:13][C:12]=4[O:17][C:18]([F:20])([F:21])[F:19])[N:9]=[CH:10][C:6]=3[CH:3]3[CH2:4][CH2:5]3)=[CH:25][C:26]=2[CH3:32])[CH3:31])=[CH:38][C:37]=1[O:44][CH3:45]. The yield is 0.680.